This data is from Forward reaction prediction with 1.9M reactions from USPTO patents (1976-2016). The task is: Predict the product of the given reaction. (1) Given the reactants O[C:2]1([C:10]2[S:11][C:12]([C:15]3[CH:20]=[C:19]([NH:21][C:22]4[N:27]=[C:26]([C:28]([F:31])([F:30])[F:29])[CH:25]=[CH:24][N:23]=4)[CH:18]=[C:17]([CH3:32])[CH:16]=3)=[CH:13][N:14]=2)[CH2:8][CH2:7][NH:6][C:5](=[O:9])[CH2:4][CH2:3]1.O=P12OP3(OP(OP(O3)(O1)=O)(=O)O2)=O.[C:47](=[O:50])(O)[O-:48].[Na+], predict the reaction product. The product is: [F:29][C:28]([F:31])([F:30])[C:47]([OH:48])=[O:50].[CH3:32][C:17]1[CH:16]=[C:15]([C:12]2[S:11][C:10]([C:2]3[CH2:8][CH2:7][NH:6][C:5](=[O:9])[CH2:4][CH:3]=3)=[N:14][CH:13]=2)[CH:20]=[C:19]([NH:21][C:22]2[N:27]=[C:26]([C:28]([F:30])([F:31])[F:29])[CH:25]=[CH:24][N:23]=2)[CH:18]=1.[CH3:32][C:17]1[CH:16]=[C:15]([C:12]2[S:11][C:10]([C:2]3[CH2:3][CH2:4][C:5](=[O:9])[NH:6][CH2:7][CH:8]=3)=[N:14][CH:13]=2)[CH:20]=[C:19]([NH:21][C:22]2[N:27]=[C:26]([C:28]([F:30])([F:31])[F:29])[CH:25]=[CH:24][N:23]=2)[CH:18]=1. (2) Given the reactants [CH2:1]([O:8][C:9]1[CH:14]=[CH:13][CH:12]=[C:11]([N+:15]([O-])=O)[C:10]=1[S:18][C@@H:19]([C:26]1[CH:31]=[CH:30][C:29]([O:32][CH3:33])=[CH:28][CH:27]=1)[C@@H:20]([OH:25])[C:21]([O:23][CH3:24])=[O:22])[C:2]1[CH:7]=[CH:6][CH:5]=[CH:4][CH:3]=1.O.O.[Sn](Cl)Cl.O.C([O-])(O)=O.[Na+], predict the reaction product. The product is: [NH2:15][C:11]1[CH:12]=[CH:13][CH:14]=[C:9]([O:8][CH2:1][C:2]2[CH:3]=[CH:4][CH:5]=[CH:6][CH:7]=2)[C:10]=1[S:18][C@@H:19]([C:26]1[CH:31]=[CH:30][C:29]([O:32][CH3:33])=[CH:28][CH:27]=1)[C@@H:20]([OH:25])[C:21]([O:23][CH3:24])=[O:22]. (3) Given the reactants [NH2:1][C:2]1[C:3]([C:9]([O:11]CC)=[O:10])=[N:4][C:5]([Cl:8])=[N:6][CH:7]=1.O.[OH-].[Li+].Cl, predict the reaction product. The product is: [NH2:1][C:2]1[C:3]([C:9]([OH:11])=[O:10])=[N:4][C:5]([Cl:8])=[N:6][CH:7]=1. (4) The product is: [CH2:48]([Si:47]([C:45]#[C:46][C:21]1[CH:26]=[CH:25][CH:24]=[C:23]([C:27]([F:30])([F:29])[F:28])[C:22]=1[CH2:31][C:32]([O:34][CH3:35])=[O:33])([CH2:52][CH3:53])[CH2:50][CH3:51])[CH3:49]. Given the reactants C1C=CC(P(C2C=CC=CC=2)C2C=CC=CC=2)=CC=1.Br[C:21]1[CH:26]=[CH:25][CH:24]=[C:23]([C:27]([F:30])([F:29])[F:28])[C:22]=1[CH2:31][C:32]([O:34][CH3:35])=[O:33].CCN(C(C)C)C(C)C.[CH2:45]([Si:47]([C:52]#[CH:53])([CH2:50][CH3:51])[CH2:48][CH3:49])[CH3:46], predict the reaction product. (5) Given the reactants [C:1]1([NH:7][C:8]2[CH:13]=[CH:12][CH:11]=[CH:10][CH:9]=2)[CH:6]=[CH:5][CH:4]=[CH:3][CH:2]=1.CC(C)([O-])C.[Na+].[C@@H]1(N)CCCC[C@H]1N.CCCCCCCCCCCC.I[C:41]1[CH:42]=[C:43]([CH3:48])[CH:44]=[C:45]([CH3:47])[CH:46]=1, predict the reaction product. The product is: [CH3:47][C:45]1[CH:46]=[C:41]([N:7]([C:8]2[CH:9]=[CH:10][CH:11]=[CH:12][CH:13]=2)[C:1]2[CH:6]=[CH:5][CH:4]=[CH:3][CH:2]=2)[CH:42]=[C:43]([CH3:48])[CH:44]=1. (6) Given the reactants [NH2:1][C:2]1[C:3]([OH:12])=[C:4]([CH:9]=[CH:10][CH:11]=1)[C:5]([O:7][CH3:8])=[O:6].N1C=CC=CC=1.[F:19][C:20]1[CH:28]=[C:27]([C:29]2[CH:34]=[CH:33][CH:32]=[CH:31][N:30]=2)[CH:26]=[CH:25][C:21]=1[C:22](Cl)=[O:23], predict the reaction product. The product is: [F:19][C:20]1[CH:28]=[C:27]([C:29]2[CH:34]=[CH:33][CH:32]=[CH:31][N:30]=2)[CH:26]=[CH:25][C:21]=1[C:22]([NH:1][C:2]1[C:3]([OH:12])=[C:4]([CH:9]=[CH:10][CH:11]=1)[C:5]([O:7][CH3:8])=[O:6])=[O:23]. (7) Given the reactants [F:1][C:2]1[CH:17]=[CH:16][C:5]([O:6][C@@H:7]2[C@H:11]3[O:12][CH2:13][C@H:14]([NH2:15])[C@H:10]3[O:9][CH2:8]2)=[CH:4][CH:3]=1.[C:18]([N:25]1[CH:29]=[CH:28]N=C1)(N1C=CN=C1)=[O:19].C(N(CC)C(C)C)(C)C.Cl.[F:40][C:41]1([F:48])[CH2:46]CC(N)[CH2:43][CH2:42]1, predict the reaction product. The product is: [F:40][C:41]1([F:48])[CH2:46][CH2:28][CH:29]([NH:25][C:18]([NH:15][C@H:14]2[CH2:13][O:12][C@@H:11]3[C@@H:7]([O:6][C:5]4[CH:16]=[CH:17][C:2]([F:1])=[CH:3][CH:4]=4)[CH2:8][O:9][C@H:10]23)=[O:19])[CH2:43][CH2:42]1.